Dataset: Catalyst prediction with 721,799 reactions and 888 catalyst types from USPTO. Task: Predict which catalyst facilitates the given reaction. Reactant: [O:1]1[CH:5]=[N:4][C:3]([C:6]2[CH:11]=[CH:10][N:9]3[C:12]4[CH2:18][C@H:17]([NH:19]C(=O)OC(C)(C)C)[C@@H:16]([C:27]5[CH:32]=[C:31]([F:33])[C:30]([F:34])=[CH:29][C:28]=5[F:35])[CH2:15][C:13]=4[N:14]=[C:8]3[CH:7]=2)=[N:2]1.Cl.CCOC(C)=O. Product: [O:1]1[CH:5]=[N:4][C:3]([C:6]2[CH:11]=[CH:10][N:9]3[C:12]4[CH2:18][C@H:17]([NH2:19])[C@@H:16]([C:27]5[CH:32]=[C:31]([F:33])[C:30]([F:34])=[CH:29][C:28]=5[F:35])[CH2:15][C:13]=4[N:14]=[C:8]3[CH:7]=2)=[N:2]1. The catalyst class is: 25.